From a dataset of Forward reaction prediction with 1.9M reactions from USPTO patents (1976-2016). Predict the product of the given reaction. (1) Given the reactants [CH3:1][C:2]1[CH:7]=[CH:6][C:5]([C:8]2[O:9][C:10]([CH3:13])=[N:11][N:12]=2)=[CH:4][C:3]=1[C:14]1[CH:19]=[CH:18][C:17]([C:20]([NH:22][CH2:23][C:24]2[CH:29]=[CH:28][C:27]([O:30][C:31]3[CH:36]=[CH:35][CH:34]=[CH:33][CH:32]=3)=[CH:26][CH:25]=2)=[O:21])=[CH:16][CH:15]=1.I[CH3:38], predict the reaction product. The product is: [CH3:1][C:2]1[CH:7]=[CH:6][C:5]([C:8]2[O:9][C:10]([CH3:13])=[N:11][N:12]=2)=[CH:4][C:3]=1[C:14]1[CH:15]=[CH:16][C:17]([C:20]([N:22]([CH3:38])[CH2:23][C:24]2[CH:29]=[CH:28][C:27]([O:30][C:31]3[CH:36]=[CH:35][CH:34]=[CH:33][CH:32]=3)=[CH:26][CH:25]=2)=[O:21])=[CH:18][CH:19]=1. (2) Given the reactants [Cl:1]N1C(=O)CCC1=O.[Br:9][C:10]1[C:11]([CH:15]=[O:16])=[CH:12][S:13][CH:14]=1.O, predict the reaction product. The product is: [Br:9][C:10]1[C:11]([CH:15]=[O:16])=[CH:12][S:13][C:14]=1[Cl:1]. (3) Given the reactants C(N([P:8]([N:12]([CH:16]([CH3:18])[CH3:17])[CH:13]([CH3:15])[CH3:14])(Cl)([O-:10])[O-:9])C(C)C)(C)C.[O:19]([CH2:26][C:27]([NH:29][C:30]1[NH:31][C:32](=[O:70])[C:33]2[N:34]=[CH:35][N:36]([C:68]=2[N:69]=1)[C@@H:37]1[O:67][C@H:41]([CH2:42][O:43][C:44]([C:61]2[CH:66]=[CH:65][CH:64]=[CH:63][CH:62]=2)([C:53]2[CH:58]=[CH:57][C:56]([O:59][CH3:60])=[CH:55][CH:54]=2)[C:45]2[CH:50]=[CH:49][C:48]([O:51][CH3:52])=[CH:47][CH:46]=2)[C@@H:39]([OH:40])[CH2:38]1)=[O:28])[C:20]1[CH:25]=[CH:24][CH:23]=[CH:22][CH:21]=1.C(N(C(C)C)C(C)C)C.[C:80]([O:83][C@@H:84]1[C@@H:96]([O:97][C:98](=[O:100])[CH3:99])[C@H:95]([O:101][C:102](=[O:104])[CH3:103])[C@@H:94]([CH2:105][O:106][C:107](=[O:109])[CH3:108])[O:93][C@H:85]1[O:86][CH2:87][CH2:88][O:89][CH2:90][CH2:91]O)(=[O:82])[CH3:81].N1C=NN=N1, predict the reaction product. The product is: [O:19]([CH2:26][C:27]([NH:29][C:30]1[NH:31][C:32](=[O:70])[C:33]2[N:34]=[CH:35][N:36]([C:68]=2[N:69]=1)[C@@H:37]1[O:67][C@H:41]([CH2:42][O:43][C:44]([C:61]2[CH:66]=[CH:65][CH:64]=[CH:63][CH:62]=2)([C:45]2[CH:50]=[CH:49][C:48]([O:51][CH3:52])=[CH:47][CH:46]=2)[C:53]2[CH:54]=[CH:55][C:56]([O:59][CH3:60])=[CH:57][CH:58]=2)[C@@H:39]([O:40][P:8]([N:12]([CH:13]([CH3:14])[CH3:15])[CH:16]([CH3:17])[CH3:18])([O:9][CH2:91][CH2:90][O:89][CH2:88][CH2:87][O:86][C@@H:85]2[O:93][C@H:94]([CH2:105][O:106][C:107](=[O:109])[CH3:108])[C@@H:95]([O:101][C:102](=[O:104])[CH3:103])[C@H:96]([O:97][C:98](=[O:100])[CH3:99])[C@H:84]2[O:83][C:80](=[O:82])[CH3:81])=[O:10])[CH2:38]1)=[O:28])[C:20]1[CH:21]=[CH:22][CH:23]=[CH:24][CH:25]=1. (4) Given the reactants [NH:1]1[C:9]2[C:4](=[CH:5][CH:6]=[CH:7][CH:8]=2)[CH:3]=[C:2]1[C:10]1[CH:11]=[CH:12][C:13]([O:17][CH3:18])=[C:14]([NH2:16])[CH:15]=1.[N:19]([C:22]1[CH:36]=[CH:35][C:25]([CH2:26][P:27](=[O:34])([O:31][CH2:32][CH3:33])[O:28][CH2:29][CH3:30])=[CH:24][CH:23]=1)=[C:20]=[S:21], predict the reaction product. The product is: [CH2:29]([O:28][P:27]([CH2:26][C:25]1[CH:24]=[CH:23][C:22]([NH:19][C:20]([NH:16][C:14]2[CH:15]=[C:10]([C:2]3[NH:1][C:9]4[C:4]([CH:3]=3)=[CH:5][CH:6]=[CH:7][CH:8]=4)[CH:11]=[CH:12][C:13]=2[O:17][CH3:18])=[S:21])=[CH:36][CH:35]=1)(=[O:34])[O:31][CH2:32][CH3:33])[CH3:30]. (5) Given the reactants [CH3:1][O:2][C:3](=[O:11])[CH2:4][CH2:5][S:6][CH2:7][C:8]([OH:10])=O.C(Cl)(=O)C(Cl)=O.[NH2:18][C:19]1[CH:26]=[CH:25][C:22]([CH2:23][OH:24])=[CH:21][CH:20]=1.C(N(CC)CC)C, predict the reaction product. The product is: [OH:24][CH2:23][C:22]1[CH:25]=[CH:26][C:19]([NH:18][C:8](=[O:10])[CH2:7][S:6][CH2:5][CH2:4][C:3]([O:2][CH3:1])=[O:11])=[CH:20][CH:21]=1. (6) Given the reactants N1C=CC=C(CNC(C2C=CC3NC(C4C(C(=O)NC(C)C)=CNN=4)=NC=3C=2)=O)C=1.[Cl:31][C:32]1[C:33]([O:47][CH3:48])=[CH:34][C:35]2[N:39]=[C:38]([C:40]3[C:44]([NH2:45])=[CH:43][NH:42][N:41]=3)[NH:37][C:36]=2[CH:46]=1.C(N(C(C)C)CC)(C)C.[N:58]1([C:64](Cl)=[O:65])[CH2:63][CH2:62][CH2:61][CH2:60][CH2:59]1, predict the reaction product. The product is: [Cl:31][C:32]1[C:33]([O:47][CH3:48])=[CH:34][C:35]2[N:39]=[C:38]([C:40]3[C:44]([NH:45][C:64]([N:58]4[CH2:63][CH2:62][CH2:61][CH2:60][CH2:59]4)=[O:65])=[CH:43][NH:42][N:41]=3)[NH:37][C:36]=2[CH:46]=1. (7) Given the reactants [CH3:1][NH:2][CH3:3].[CH2:4]1[O:7][C@@H:5]1[CH3:6].[Cl:8][C:9]1[CH:10]=[C:11]([NH:22][C:23]2[C:32]3[C:27](=[CH:28][CH:29]=[CH:30][C:31]=3F)[N:26]=[CH:25][N:24]=2)[CH:12]=[CH:13][C:14]=1[S:15][C:16]1[N:17]([CH3:21])[CH:18]=[CH:19][N:20]=1, predict the reaction product. The product is: [ClH:8].[ClH:8].[Cl:8][C:9]1[CH:10]=[C:11]([NH:22][C:23]2[C:32]3[C:27](=[CH:28][CH:29]=[CH:30][C:31]=3[O:7][C@H:5]([CH3:6])[CH2:4][N:2]([CH3:3])[CH3:1])[N:26]=[CH:25][N:24]=2)[CH:12]=[CH:13][C:14]=1[S:15][C:16]1[N:17]([CH3:21])[CH:18]=[CH:19][N:20]=1. (8) Given the reactants [Cl:1][C:2]1[CH:9]=[CH:8][C:5]([C:6]#[N:7])=[C:4]([CH3:10])[CH:3]=1.[C:11]1([Mg]Br)[CH:16]=[CH:15][CH:14]=[CH:13][CH:12]=1, predict the reaction product. The product is: [Cl:1][C:2]1[CH:9]=[CH:8][C:5]([CH:6]([C:11]2[CH:16]=[CH:15][CH:14]=[CH:13][CH:12]=2)[NH2:7])=[C:4]([CH3:10])[CH:3]=1. (9) Given the reactants Cl[C:2]1[C:3](=[O:14])[N:4]([CH:9]([CH2:12][CH3:13])[CH2:10][CH3:11])[CH:5]=[C:6]([Cl:8])[N:7]=1.Cl.[CH3:16][O:17][C:18]1[CH:19]=[C:20]2[C:24](=[C:25]([CH3:27])[CH:26]=1)[NH:23][CH2:22][CH2:21]2, predict the reaction product. The product is: [Cl:8][C:6]1[N:7]=[C:2]([N:23]2[C:24]3[C:20](=[CH:19][C:18]([O:17][CH3:16])=[CH:26][C:25]=3[CH3:27])[CH2:21][CH2:22]2)[C:3](=[O:14])[N:4]([CH:9]([CH2:12][CH3:13])[CH2:10][CH3:11])[CH:5]=1.